Dataset: Full USPTO retrosynthesis dataset with 1.9M reactions from patents (1976-2016). Task: Predict the reactants needed to synthesize the given product. (1) Given the product [Br:3][C:4]1[CH:5]=[CH:6][C:7](=[O:10])[N:8]([CH2:12][CH:13]2[CH2:15][CH2:14]2)[CH:9]=1, predict the reactants needed to synthesize it. The reactants are: [H-].[Na+].[Br:3][C:4]1[CH:5]=[CH:6][C:7](=[O:10])[NH:8][CH:9]=1.Br[CH2:12][CH:13]1[CH2:15][CH2:14]1.O. (2) The reactants are: [Br:1][C:2]1[CH:7]=[CH:6][C:5]([OH:8])=[C:4]([F:9])[CH:3]=1.[C:10](OC(=O)C)(=[O:12])[CH3:11].N1C=CC=CC=1. Given the product [C:10]([O:8][C:5]1[CH:6]=[CH:7][C:2]([Br:1])=[CH:3][C:4]=1[F:9])(=[O:12])[CH3:11], predict the reactants needed to synthesize it. (3) Given the product [CH3:1][NH:2][C:3]([C:5]1[N:6]([CH3:32])[C:7]([CH2:20][NH:21][S:22]([C:25]2[C:26]([CH3:31])=[CH:27][CH:28]=[CH:29][CH:30]=2)(=[O:23])=[O:24])=[CH:8][C:9](=[O:19])[C:10]=1[OH:11])=[O:4], predict the reactants needed to synthesize it. The reactants are: [CH3:1][NH:2][C:3]([C:5]1[N:6]([CH3:32])[C:7]([CH2:20][NH:21][S:22]([C:25]2[C:26]([CH3:31])=[CH:27][CH:28]=[CH:29][CH:30]=2)(=[O:24])=[O:23])=[CH:8][C:9](=[O:19])[C:10]=1[O:11]CC1C=CC=CC=1)=[O:4].C1(S(C(N)C2N(C)C(C(O)=O)=C(O)C(=O)C=2)(=O)=O)C=CC=CC=1. (4) The reactants are: Cl.N[C:3]1[CH:8]=[CH:7][CH:6]=[CH:5][CH:4]=1.N([O-])=O.[Na+].[OH:13][N:14]1[C:19]([CH3:21])([CH3:20])[CH2:18][CH2:17][CH2:16][C:15]1([CH3:23])[CH3:22]. Given the product [O:13]([N:14]1[C:19]([CH3:21])([CH3:20])[CH2:18][CH2:17][CH2:16][C:15]1([CH3:23])[CH3:22])[C:3]1[CH:8]=[CH:7][CH:6]=[CH:5][CH:4]=1, predict the reactants needed to synthesize it. (5) Given the product [CH3:13][C:7]1([CH3:14])[O:8][CH2:9][C:10](=[O:12])[NH:11][C:5]2[CH:4]=[CH:3][C:2]([C:19]3[CH:18]=[C:17]([Cl:16])[CH:22]=[C:21]([Cl:23])[CH:20]=3)=[CH:15][C:6]1=2, predict the reactants needed to synthesize it. The reactants are: Br[C:2]1[CH:3]=[CH:4][C:5]2[NH:11][C:10](=[O:12])[CH2:9][O:8][C:7]([CH3:14])([CH3:13])[C:6]=2[CH:15]=1.[Cl:16][C:17]1[CH:18]=[C:19](B(O)O)[CH:20]=[C:21]([Cl:23])[CH:22]=1.